Dataset: Full USPTO retrosynthesis dataset with 1.9M reactions from patents (1976-2016). Task: Predict the reactants needed to synthesize the given product. (1) Given the product [N:29]([C:13]1[CH:12]=[N:11][N:10]([C:15]2[CH:20]=[CH:19][C:18]([Cl:21])=[CH:17][CH:16]=2)[C:9](=[O:22])[C:8]=1[O:7][C:4]1[CH:5]=[CH:6][C:1]([C:23]2[CH:28]=[CH:27][CH:26]=[CH:25][CH:24]=2)=[CH:2][CH:3]=1)=[N+:30]=[N-:31], predict the reactants needed to synthesize it. The reactants are: [C:1]1([C:23]2[CH:28]=[CH:27][CH:26]=[CH:25][CH:24]=2)[CH:6]=[CH:5][C:4]([O:7][C:8]2[C:9](=[O:22])[N:10]([C:15]3[CH:20]=[CH:19][C:18]([Cl:21])=[CH:17][CH:16]=3)[N:11]=[CH:12][C:13]=2Cl)=[CH:3][CH:2]=1.[N-:29]=[N+:30]=[N-:31].[Na+]. (2) Given the product [F:23][C:20]1[CH:19]=[N:18][C:17]([C@@H:15]([NH:14][C:4]2[N:3]=[C:2]([NH:30][C:28]3[S:29][C:25]([CH3:24])=[CH:26][N:27]=3)[CH:7]=[C:6]([N:8]3[CH2:13][CH2:12][O:11][CH2:10][CH2:9]3)[N:5]=2)[CH3:16])=[N:22][CH:21]=1, predict the reactants needed to synthesize it. The reactants are: Cl[C:2]1[CH:7]=[C:6]([N:8]2[CH2:13][CH2:12][O:11][CH2:10][CH2:9]2)[N:5]=[C:4]([NH:14][C@H:15]([C:17]2[N:22]=[CH:21][C:20]([F:23])=[CH:19][N:18]=2)[CH3:16])[N:3]=1.[CH3:24][C:25]1[S:29][C:28]([NH2:30])=[N:27][CH:26]=1. (3) Given the product [Br:1][C:2]1[N:7]=[CH:6][C:5]([CH2:8][N:9]2[C:14]3[N:15]=[CH:16][CH:17]=[CH:18][C:13]=3[C:12](=[S:34])[C:11]([C:20]([O:22][CH2:23][CH3:24])=[O:21])=[N:10]2)=[CH:4][CH:3]=1, predict the reactants needed to synthesize it. The reactants are: [Br:1][C:2]1[N:7]=[CH:6][C:5]([CH2:8][N:9]2[C:14]3[N:15]=[CH:16][CH:17]=[CH:18][C:13]=3[C:12](=O)[C:11]([C:20]([O:22][CH2:23][CH3:24])=[O:21])=[N:10]2)=[CH:4][CH:3]=1.COC1C=CC(P2(SP(C3C=CC(OC)=CC=3)(=S)S2)=[S:34])=CC=1. (4) Given the product [Cl:1][C:2]1[CH:7]=[C:6]([Cl:8])[CH:5]=[CH:4][C:3]=1[O:9][C:10]1[CH:15]=[CH:14][CH:13]=[CH:12][C:11]=1[NH2:16], predict the reactants needed to synthesize it. The reactants are: [Cl:1][C:2]1[CH:7]=[C:6]([Cl:8])[CH:5]=[CH:4][C:3]=1[O:9][C:10]1[CH:15]=[CH:14][CH:13]=[CH:12][C:11]=1[N+:16]([O-])=O.CCO.[Cl-].[NH4+].